Dataset: Reaction yield outcomes from USPTO patents with 853,638 reactions. Task: Predict the reaction yield, written as a fraction of the theoretical maximum amount of product (1.0 means a 100% yield; for example, 0.34 means a 34% yield). (1) The product is [OH:16][C:11]1[N:9]=[C:6]2[NH:7][CH2:8][C:3]([CH3:10])([CH3:2])[CH2:4][N:5]2[C:13](=[O:14])[CH:12]=1. The reactants are [Na].[CH3:2][C:3]1([CH3:10])[CH2:8][NH:7][C:6]([NH2:9])=[N:5][CH2:4]1.[C:11](OCC)(=[O:16])[CH2:12][C:13]([O-])=[O:14]. The catalyst is CO. The yield is 0.720. (2) No catalyst specified. The yield is 0.880. The reactants are N[C:2]1[CH:15]=[CH:14][C:5]2[N:6]3[CH2:13][CH2:12][CH2:11][CH2:10][CH:7]3[CH2:8][O:9][C:4]=2[CH:3]=1.O1C2C=CC=CC=2[N:19]=CC1. The product is [NH2:19][C:14]1[C:5]2[N:6]3[CH2:13][CH2:12][CH2:11][CH2:10][CH:7]3[CH2:8][O:9][C:4]=2[CH:3]=[CH:2][CH:15]=1. (3) The reactants are [F:1][C:2]([C:5]1[CH:10]=[CH:9][C:8]([C:11]2[CH:15]=[C:14]([NH2:16])[S:13][N:12]=2)=[CH:7][CH:6]=1)([F:4])[CH3:3].[CH3:17][C@@H:18]1[CH2:20][C@H:19]1[C:21](OCC1C=CC=CC=1)=[O:22].CC(C)([O-])C.[K+]. The catalyst is C([O-])(O)=O.[Na+]. The product is [F:1][C:2]([C:5]1[CH:10]=[CH:9][C:8]([C:11]2[CH:15]=[C:14]([NH:16][C:21]([C@@H:19]3[CH2:20][C@H:18]3[CH3:17])=[O:22])[S:13][N:12]=2)=[CH:7][CH:6]=1)([F:4])[CH3:3]. The yield is 0.503. (4) The reactants are Br[CH2:2][C:3]1[C:8]([CH3:9])=[C:7]([CH2:10]Br)[C:6]([CH3:12])=[C:5]([CH2:13]Br)[C:4]=1[CH3:15].[CH3:16][C:17]([O-:19])=[O:18].[Na+].[C:21]([OH:24])(=[O:23])[CH3:22]. The catalyst is O.[Cu]. The product is [C:17]([O:19][CH2:2][C:3]1[C:8]([CH3:9])=[C:7]([CH2:10][O:23][C:21](=[O:24])[CH3:22])[C:6]([CH3:12])=[C:5]([CH2:13][O:19][C:17](=[O:18])[CH3:16])[C:4]=1[CH3:15])(=[O:18])[CH3:16]. The yield is 0.650. (5) The reactants are CCN(C(C)C)C(C)C.[CH2:10]([O:12][C:13]([C:15]1[C:19]2[CH:20]=[C:21]([C:30]3[CH:31]=[C:32]([CH:36]=[CH:37][CH:38]=3)[C:33]([OH:35])=O)[C:22]([N:24]([CH3:29])[S:25]([CH3:28])(=[O:27])=[O:26])=[CH:23][C:18]=2[O:17][C:16]=1[C:39]1[CH:44]=[CH:43][C:42]([F:45])=[CH:41][CH:40]=1)=[O:14])[CH3:11].[C:46]1([C:52]([NH2:55])([CH3:54])[CH3:53])[CH:51]=[CH:50][CH:49]=[CH:48][CH:47]=1.CN(C(ON1N=NC2C=CC=NC1=2)=[N+](C)C)C.F[P-](F)(F)(F)(F)F. The product is [F:45][C:42]1[CH:41]=[CH:40][C:39]([C:16]2[O:17][C:18]3[CH:23]=[C:22]([N:24]([CH3:29])[S:25]([CH3:28])(=[O:27])=[O:26])[C:21]([C:30]4[CH:38]=[CH:37][CH:36]=[C:32]([C:33](=[O:35])[NH:55][C:52]([C:46]5[CH:51]=[CH:50][CH:49]=[CH:48][CH:47]=5)([CH3:54])[CH3:53])[CH:31]=4)=[CH:20][C:19]=3[C:15]=2[C:13]([O:12][CH2:10][CH3:11])=[O:14])=[CH:44][CH:43]=1. The yield is 0.810. The catalyst is CN(C=O)C.CCOC(C)=O. (6) The product is [CH:14]12[CH2:15][CH:16]1[CH2:17][N:12]([CH2:11][CH2:10][CH2:9][OH:8])[CH2:13]2. The reactants are C1(C)C=CC=CC=1.[OH:8][CH2:9][CH2:10][CH2:11][N:12]1[C:17](=O)[CH:16]2[CH:14]([CH2:15]2)[C:13]1=O.O. The yield is 0.780. The catalyst is C(OCC)C. (7) The reactants are [NH2:1][C:2]1[CH:10]=[C:9]([O:11][CH3:12])[CH:8]=[C:7]([O:13][CH3:14])[C:3]=1[C:4]([NH2:6])=[O:5].[CH3:15]I. No catalyst specified. The product is [CH3:14][O:13][C:7]1[CH:8]=[C:9]([O:11][CH3:12])[CH:10]=[C:2]([NH:1][CH3:15])[C:3]=1[C:4]([NH2:6])=[O:5]. The yield is 0.504.